Dataset: NCI-60 drug combinations with 297,098 pairs across 59 cell lines. Task: Regression. Given two drug SMILES strings and cell line genomic features, predict the synergy score measuring deviation from expected non-interaction effect. (1) Drug 1: CCC1(CC2CC(C3=C(CCN(C2)C1)C4=CC=CC=C4N3)(C5=C(C=C6C(=C5)C78CCN9C7C(C=CC9)(C(C(C8N6C)(C(=O)OC)O)OC(=O)C)CC)OC)C(=O)OC)O.OS(=O)(=O)O. Drug 2: CC1CCC2CC(C(=CC=CC=CC(CC(C(=O)C(C(C(=CC(C(=O)CC(OC(=O)C3CCCCN3C(=O)C(=O)C1(O2)O)C(C)CC4CCC(C(C4)OC)O)C)C)O)OC)C)C)C)OC. Cell line: U251. Synergy scores: CSS=17.7, Synergy_ZIP=1.39, Synergy_Bliss=15.0, Synergy_Loewe=7.27, Synergy_HSA=11.7. (2) Drug 1: C1=CN(C(=O)N=C1N)C2C(C(C(O2)CO)O)O.Cl. Drug 2: C1=NC(=NC(=O)N1C2C(C(C(O2)CO)O)O)N. Cell line: MALME-3M. Synergy scores: CSS=26.2, Synergy_ZIP=-6.53, Synergy_Bliss=3.66, Synergy_Loewe=0.323, Synergy_HSA=4.55. (3) Drug 2: C1C(C(OC1N2C=NC(=NC2=O)N)CO)O. Cell line: UO-31. Drug 1: CN(CC1=CN=C2C(=N1)C(=NC(=N2)N)N)C3=CC=C(C=C3)C(=O)NC(CCC(=O)O)C(=O)O. Synergy scores: CSS=28.2, Synergy_ZIP=-1.95, Synergy_Bliss=0.857, Synergy_Loewe=-14.9, Synergy_HSA=-1.14. (4) Drug 1: CC1=CC=C(C=C1)C2=CC(=NN2C3=CC=C(C=C3)S(=O)(=O)N)C(F)(F)F. Drug 2: CS(=O)(=O)CCNCC1=CC=C(O1)C2=CC3=C(C=C2)N=CN=C3NC4=CC(=C(C=C4)OCC5=CC(=CC=C5)F)Cl. Cell line: SW-620. Synergy scores: CSS=-2.61, Synergy_ZIP=1.55, Synergy_Bliss=-0.411, Synergy_Loewe=-4.00, Synergy_HSA=-3.86. (5) Drug 1: CC1=C2C(C(=O)C3(C(CC4C(C3C(C(C2(C)C)(CC1OC(=O)C(C(C5=CC=CC=C5)NC(=O)C6=CC=CC=C6)O)O)OC(=O)C7=CC=CC=C7)(CO4)OC(=O)C)O)C)OC(=O)C. Drug 2: CCN(CC)CCCC(C)NC1=C2C=C(C=CC2=NC3=C1C=CC(=C3)Cl)OC. Cell line: HCC-2998. Synergy scores: CSS=38.4, Synergy_ZIP=-8.45, Synergy_Bliss=-5.03, Synergy_Loewe=-16.5, Synergy_HSA=-3.45.